This data is from Forward reaction prediction with 1.9M reactions from USPTO patents (1976-2016). The task is: Predict the product of the given reaction. (1) Given the reactants [CH3:1][O:2][C:3]1[C:8]([C@H:9]2[CH2:13][O:12][CH2:11][C@H:10]2[CH2:14][OH:15])=[CH:7][CH:6]=[CH:5][N:4]=1.[OH:16][C:17]1[CH:24]=[CH:23][CH:22]=[C:21](O)[C:18]=1[CH:19]=[O:20].C1C=CC(P(C2C=CC=CC=2)C2C=CC=CC=2)=CC=1.CC(OC(/N=N/C(OC(C)C)=O)=O)C, predict the reaction product. The product is: [OH:16][C:17]1[CH:24]=[CH:23][CH:22]=[C:21]([O:15][CH2:14][C@H:10]2[C@@H:9]([C:8]3[C:3]([O:2][CH3:1])=[N:4][CH:5]=[CH:6][CH:7]=3)[CH2:13][O:12][CH2:11]2)[C:18]=1[CH:19]=[O:20]. (2) The product is: [CH:37]1([N:28]2[CH2:29][C:30]([F:35])([F:36])[C:31](=[O:34])[N:32]([CH3:33])[C:26]3[CH:25]=[N:24][C:23]([NH:22][C:19]4[CH:20]=[CH:21][C:16]([C:15]([NH:14][CH:11]5[CH2:10][CH2:9][NH:8][CH2:13][CH2:12]5)=[O:44])=[CH:17][CH:18]=4)=[N:43][C:27]2=3)[CH2:42][CH2:41][CH2:40][CH2:39][CH2:38]1. Given the reactants C(OC([N:8]1[CH2:13][CH2:12][CH:11]([NH:14][C:15](=[O:44])[C:16]2[CH:21]=[CH:20][C:19]([NH:22][C:23]3[N:24]=[CH:25][C:26]4[N:32]([CH3:33])[C:31](=[O:34])[C:30]([F:36])([F:35])[CH2:29][N:28]([CH:37]5[CH2:42][CH2:41][CH2:40][CH2:39][CH2:38]5)[C:27]=4[N:43]=3)=[CH:18][CH:17]=2)[CH2:10][CH2:9]1)=O)(C)(C)C.FC(F)(F)C(O)=O, predict the reaction product. (3) The product is: [CH2:1]([N:8]1[CH2:13][CH2:12][CH:11]([N:14]([CH2:22][C:23]2[N:24]=[CH:25][N:26]([CH2:35][O:34][CH2:33][CH2:32][Si:31]([CH3:38])([CH3:37])[CH3:30])[CH:27]=2)[C:15](=[O:21])[O:16][C:17]([CH3:20])([CH3:19])[CH3:18])[CH2:10][CH2:9]1)[C:2]1[CH:3]=[CH:4][CH:5]=[CH:6][CH:7]=1. Given the reactants [CH2:1]([N:8]1[CH2:13][CH2:12][CH:11]([N:14]([CH2:22][C:23]2[N:24]=[CH:25][NH:26][CH:27]=2)[C:15](=[O:21])[O:16][C:17]([CH3:20])([CH3:19])[CH3:18])[CH2:10][CH2:9]1)[C:2]1[CH:7]=[CH:6][CH:5]=[CH:4][CH:3]=1.[H-].[Na+].[CH3:30][Si:31]([CH3:38])([CH3:37])[CH2:32][CH2:33][O:34][CH2:35]Cl, predict the reaction product. (4) Given the reactants O.O.[NH2:3][NH2:4].C([O:7][C:8](=O)[C:9]1[C:14]([NH:15][CH:16]([CH3:18])[CH3:17])=[CH:13][C:12]([Cl:19])=[N:11][CH:10]=1)C, predict the reaction product. The product is: [Cl:19][C:12]1[CH:13]=[C:14]([NH:15][CH:16]([CH3:18])[CH3:17])[C:9]([C:8]([NH:3][NH2:4])=[O:7])=[CH:10][N:11]=1. (5) Given the reactants [Cl:1][C:2]1[N:11]=[C:10](Cl)[C:9]2[C:4](=[CH:5][CH:6]=[CH:7][CH:8]=2)[N:3]=1.[NH2:13][CH2:14][C:15]1[CH:20]=[CH:19][C:18]([NH:21][C:22](=[O:30])[C:23]2[CH:28]=[CH:27][C:26]([Cl:29])=[N:25][CH:24]=2)=[CH:17][CH:16]=1, predict the reaction product. The product is: [Cl:29][C:26]1[CH:27]=[CH:28][C:23]([C:22]([NH:21][C:18]2[CH:19]=[CH:20][C:15]([CH2:14][NH:13][C:10]3[C:9]4[C:4](=[CH:5][CH:6]=[CH:7][CH:8]=4)[N:3]=[C:2]([Cl:1])[N:11]=3)=[CH:16][CH:17]=2)=[O:30])=[CH:24][N:25]=1. (6) Given the reactants [Cl:1][C:2]1[CH:3]=[C:4]([NH2:18])[C:5]([NH:8][CH:9]2[CH2:17][C:11]3([CH2:14][S:13](=[O:16])(=[O:15])[CH2:12]3)[CH2:10]2)=[CH:6][CH:7]=1.[Cl:19][CH2:20][C:21](OCC)(OCC)OCC, predict the reaction product. The product is: [Cl:1][C:2]1[CH:7]=[CH:6][C:5]2[N:8]([CH:9]3[CH2:10][C:11]4([CH2:12][S:13](=[O:15])(=[O:16])[CH2:14]4)[CH2:17]3)[C:21]([CH2:20][Cl:19])=[N:18][C:4]=2[CH:3]=1.